This data is from Forward reaction prediction with 1.9M reactions from USPTO patents (1976-2016). The task is: Predict the product of the given reaction. Given the reactants Cl[C:2]1[CH:7]=[CH:6][C:5]2=[N:8][C:9]([C:11]3[CH:12]=[CH:13][C:14]([C:24]([F:27])([F:26])[F:25])=[C:15]([NH:17][C:18](=[O:23])[C:19]([CH3:22])([CH3:21])[CH3:20])[CH:16]=3)=[CH:10][N:4]2[N:3]=1.[CH3:28][NH2:29], predict the reaction product. The product is: [CH3:20][C:19]([CH3:22])([CH3:21])[C:18]([NH:17][C:15]1[CH:16]=[C:11]([C:9]2[N:8]=[C:5]3[N:4]([CH:10]=2)[N:3]=[C:2]([NH:29][CH3:28])[CH:7]=[CH:6]3)[CH:12]=[CH:13][C:14]=1[C:24]([F:27])([F:26])[F:25])=[O:23].